From a dataset of Full USPTO retrosynthesis dataset with 1.9M reactions from patents (1976-2016). Predict the reactants needed to synthesize the given product. (1) Given the product [C:18]([O:11][C:6]1[CH:7]=[CH:8][CH:9]=[CH:10][C:5]=1[O:4][CH:1]([CH3:3])[CH3:2])(=[O:20])[CH3:19], predict the reactants needed to synthesize it. The reactants are: [CH:1]([O:4][C:5]1[CH:10]=[CH:9][CH:8]=[CH:7][C:6]=1[OH:11])([CH3:3])[CH3:2].N1C=CC=CC=1.[C:18](Cl)(=[O:20])[CH3:19]. (2) Given the product [NH:28]1[CH2:29][CH2:30][N:26]=[C:27]1[C:31]1[CH:32]=[CH:33][C:34]([CH2:37][CH2:38][N:39]([CH3:40])[C:21]([C:19]2[S:20][C:16]([CH2:15][N:13]([S:10]([C:6]3[C:7]([CH3:9])=[CH:8][C:3]([O:2][CH3:1])=[CH:4][C:5]=3[CH3:25])(=[O:12])=[O:11])[CH3:14])=[N:17][N:18]=2)=[O:23])=[CH:35][CH:36]=1, predict the reactants needed to synthesize it. The reactants are: [CH3:1][O:2][C:3]1[CH:8]=[C:7]([CH3:9])[C:6]([S:10]([N:13]([CH2:15][C:16]2[S:20][C:19]([C:21]([O:23]C)=O)=[N:18][N:17]=2)[CH3:14])(=[O:12])=[O:11])=[C:5]([CH3:25])[CH:4]=1.[NH:26]1[CH2:30][CH2:29][N:28]=[C:27]1[C:31]1[CH:36]=[CH:35][C:34]([CH2:37][CH2:38][NH:39][CH3:40])=[CH:33][CH:32]=1.C[Al](C)C. (3) The reactants are: [N:1]1[CH:6]=[CH:5][CH:4]=[CH:3][C:2]=1[CH2:7][O:8][C:9]1[N:14]=[C:13]2[CH2:15][CH2:16][CH2:17][C:12]2=[C:11](B2OC(C)(C)C(C)(C)O2)[CH:10]=1.Cl[C:28]1[N:33]=[C:32]([CH2:34][OH:35])[CH:31]=[N:30][CH:29]=1.COC1C=CC=C(OC)C=1C1C=CC=CC=1P(C1CCCCC1)C1CCCCC1. Given the product [N:1]1[CH:6]=[CH:5][CH:4]=[CH:3][C:2]=1[CH2:7][O:8][C:9]1[N:14]=[C:13]2[CH2:15][CH2:16][CH2:17][C:12]2=[C:11]([C:28]2[N:33]=[C:32]([CH2:34][OH:35])[CH:31]=[N:30][CH:29]=2)[CH:10]=1, predict the reactants needed to synthesize it. (4) Given the product [F:12][C:13]1[CH:19]=[CH:18][CH:17]=[CH:16][C:14]=1[NH:15][C:5]1[N:6]=[CH:7][CH:8]=[CH:9][C:4]=1[C:3]([O:2][CH3:1])=[O:11], predict the reactants needed to synthesize it. The reactants are: [CH3:1][O:2][C:3](=[O:11])[C:4]1[CH:9]=[CH:8][CH:7]=[N:6][C:5]=1F.[F:12][C:13]1[CH:19]=[CH:18][CH:17]=[CH:16][C:14]=1[NH2:15]. (5) Given the product [C:28]([O:32][C:19]1[CH:18]=[CH:17][CH:16]=[CH:15][C:14]=1[C:4]1[C:5]2[S:6][C:7]3[CH:13]=[CH:12][CH:11]=[CH:10][C:8]=3[C:9]=2[CH:1]=[CH:2][CH:3]=1)(=[O:34])[C:29]([CH3:31])=[CH2:30], predict the reactants needed to synthesize it. The reactants are: [CH:1]1[C:9]2[C:8]3[CH:10]=[CH:11][CH:12]=[CH:13][C:7]=3[S:6][C:5]=2[C:4]([C:14]2[CH:15]=[C:16](O)[CH:17]=[CH:18][CH:19]=2)=[CH:3][CH:2]=1.C(N(CC)CC)C.[C:28](Cl)(=[O:32])[C:29]([CH3:31])=[CH2:30].[OH2:34]. (6) Given the product [CH2:1]([O:4][C:5](=[O:35])[C@@H:6]([NH:7][C:8]([O:10][C:11]([CH3:14])([CH3:13])[CH3:12])=[O:9])[CH2:15][C:16]1[CH:21]=[CH:20][C:19]([O:22][C:23]([NH:48][C@H:47]([C:49]([OH:51])=[O:50])[CH2:46][CH2:45][CH2:44][NH:43][C:41]([O:40][C:36]([CH3:39])([CH3:37])[CH3:38])=[O:42])=[O:24])=[CH:18][CH:17]=1)[CH:2]=[CH2:3], predict the reactants needed to synthesize it. The reactants are: [CH2:1]([O:4][C:5](=[O:35])[C@H:6]([CH2:15][C:16]1[CH:21]=[CH:20][C:19]([O:22][C:23](OC2C=CC([N+]([O-])=O)=CC=2)=[O:24])=[CH:18][CH:17]=1)[NH:7][C:8]([O:10][C:11]([CH3:14])([CH3:13])[CH3:12])=[O:9])[CH:2]=[CH2:3].[C:36]([O:40][C:41]([NH:43][CH2:44][CH2:45][CH2:46][C@@H:47]([C:49]([OH:51])=[O:50])[NH2:48])=[O:42])([CH3:39])([CH3:38])[CH3:37].